This data is from Forward reaction prediction with 1.9M reactions from USPTO patents (1976-2016). The task is: Predict the product of the given reaction. (1) Given the reactants [Cl:1][C:2]1[CH:7]=[CH:6][C:5]([NH:8][C:9](=[O:21])[C:10]2[CH:15]=[CH:14][C:13]([C:16]([F:19])([F:18])[F:17])=[N:12][C:11]=2[CH3:20])=[CH:4][C:3]=1[C:22]1[CH:27]=[CH:26][C:25]([OH:28])=[CH:24][N:23]=1.I[CH3:30], predict the reaction product. The product is: [Cl:1][C:2]1[CH:7]=[CH:6][C:5]([NH:8][C:9](=[O:21])[C:10]2[CH:15]=[CH:14][C:13]([C:16]([F:17])([F:19])[F:18])=[N:12][C:11]=2[CH3:20])=[CH:4][C:3]=1[C:22]1[CH:27]=[CH:26][C:25]([O:28][CH3:30])=[CH:24][N:23]=1. (2) Given the reactants [OH:1][C:2]1[CH:19]=[CH:18][C:5]([CH2:6][C:7]2[N:11]3[N:12]=[C:13]([CH3:17])[C:14](O)=[N:15][C:10]3=[N:9][N:8]=2)=[CH:4][CH:3]=1.O=P(Cl)(Cl)[Cl:22], predict the reaction product. The product is: [Cl:22][C:14]1[C:13]([CH3:17])=[N:12][N:11]2[C:7]([CH2:6][C:5]3[CH:18]=[CH:19][C:2]([OH:1])=[CH:3][CH:4]=3)=[N:8][N:9]=[C:10]2[N:15]=1. (3) Given the reactants Br[C:2]1[CH:3]=[N:4][CH:5]=[C:6]([CH:8]2[CH2:13][C:12]([CH3:27])([S:14]([C:17]3[CH:22]=[CH:21][CH:20]=[C:19]([C:23]([F:26])([F:25])[F:24])[CH:18]=3)(=[O:16])=[O:15])[CH2:11][CH2:10][O:9]2)[CH:7]=1.[Na+].[Br-].[F-].[K+].[CH:32]1(BO)[CH2:34][CH2:33]1.CC(C1C=C(C(C)C)C(C2C=CC=CC=2P(C2CCCCC2)C2CCCCC2)=C(C(C)C)C=1)C, predict the reaction product. The product is: [CH:32]1([C:2]2[CH:3]=[N:4][CH:5]=[C:6]([CH:8]3[CH2:13][C:12]([CH3:27])([S:14]([C:17]4[CH:22]=[CH:21][CH:20]=[C:19]([C:23]([F:26])([F:25])[F:24])[CH:18]=4)(=[O:15])=[O:16])[CH2:11][CH2:10][O:9]3)[CH:7]=2)[CH2:34][CH2:33]1. (4) The product is: [C:16]([NH:15][O:14][CH:5]([CH2:6][CH2:7][C:8]1[CH:13]=[CH:12][CH:11]=[CH:10][CH:9]=1)[C:4]([OH:23])=[O:3])([O:18][C:19]([CH3:21])([CH3:22])[CH3:20])=[O:17]. Given the reactants C([O:3][C:4](=[O:23])[CH:5]([O:14][NH:15][C:16]([O:18][C:19]([CH3:22])([CH3:21])[CH3:20])=[O:17])[CH2:6][CH2:7][C:8]1[CH:13]=[CH:12][CH:11]=[CH:10][CH:9]=1)C, predict the reaction product. (5) Given the reactants [OH:1][CH:2]([C:14]1[C:23]2[C:18](=[CH:19][CH:20]=[C:21]([O:24][CH3:25])[CH:22]=2)[N:17]=[CH:16][CH:15]=1)[CH2:3][CH2:4][C@@H:5]1[CH2:10][CH2:9][NH:8][CH2:7][C@@H:6]1[C:11]([OH:13])=[O:12].[C:26]1([CH:32]2[CH2:35][C:34](=O)[CH2:33]2)[CH:31]=[CH:30][CH:29]=[CH:28][CH:27]=1.[BH3-]C#N.[Na+].[OH-].[Na+], predict the reaction product. The product is: [OH:1][CH:2]([C:14]1[C:23]2[C:18](=[CH:19][CH:20]=[C:21]([O:24][CH3:25])[CH:22]=2)[N:17]=[CH:16][CH:15]=1)[CH2:3][CH2:4][C@@H:5]1[CH2:10][CH2:9][N:8]([CH:34]2[CH2:35][CH:32]([C:26]3[CH:31]=[CH:30][CH:29]=[CH:28][CH:27]=3)[CH2:33]2)[CH2:7][C@@H:6]1[C:11]([OH:13])=[O:12]. (6) The product is: [C:2]1([N:14]([C:15]2[CH:16]=[CH:17][CH:18]=[CH:19][CH:20]=2)[C:8]2[CH:13]=[CH:12][CH:11]=[CH:10][CH:9]=2)[CH:7]=[CH:6][CH:5]=[CH:4][CH:3]=1. Given the reactants Br[C:2]1[CH:7]=[CH:6][CH:5]=[CH:4][CH:3]=1.[C:8]1([NH:14][C:15]2[CH:20]=[CH:19][CH:18]=[CH:17][CH:16]=2)[CH:13]=[CH:12][CH:11]=[CH:10][CH:9]=1.CC(C)([O-])C.[Na+], predict the reaction product.